This data is from Reaction yield outcomes from USPTO patents with 853,638 reactions. The task is: Predict the reaction yield, written as a fraction of the theoretical maximum amount of product (1.0 means a 100% yield; for example, 0.34 means a 34% yield). (1) The reactants are Br[C:2]1[N:3]=[C:4]2[CH:10]=[CH:9][N:8]([S:11]([C:14]3[CH:20]=[CH:19][C:17]([CH3:18])=[CH:16][CH:15]=3)(=[O:13])=[O:12])[C:5]2=[N:6][CH:7]=1.[CH:21](/B(O)O)=[CH:22]\[C:23]1[CH:28]=[CH:27][CH:26]=[CH:25][CH:24]=1.C([O-])([O-])=O.[Na+].[Na+].O. The catalyst is C1COCC1.C1C=CC(P(C2C=CC=CC=2)[C-]2C=CC=C2)=CC=1.C1C=CC(P(C2C=CC=CC=2)[C-]2C=CC=C2)=CC=1.Cl[Pd]Cl.[Fe+2].C(Cl)Cl. The product is [CH:21](/[C:2]1[N:3]=[C:4]2[CH:10]=[CH:9][N:8]([S:11]([C:14]3[CH:20]=[CH:19][C:17]([CH3:18])=[CH:16][CH:15]=3)(=[O:13])=[O:12])[C:5]2=[N:6][CH:7]=1)=[CH:22]\[C:23]1[CH:28]=[CH:27][CH:26]=[CH:25][CH:24]=1. The yield is 0.910. (2) The reactants are [O-]P([O-])([O-])=O.[K+].[K+].[K+].Br[C:10]1[S:11][CH:12]=[CH:13][CH:14]=1.[N+:15]([C:18]1[CH:19]=[C:20](B(O)O)[CH:21]=[CH:22][CH:23]=1)([O-])=O. The catalyst is CN(C=O)C.C1C=CC([P]([Pd]([P](C2C=CC=CC=2)(C2C=CC=CC=2)C2C=CC=CC=2)([P](C2C=CC=CC=2)(C2C=CC=CC=2)C2C=CC=CC=2)[P](C2C=CC=CC=2)(C2C=CC=CC=2)C2C=CC=CC=2)(C2C=CC=CC=2)C2C=CC=CC=2)=CC=1. The product is [S:11]1[CH:12]=[CH:13][CH:14]=[C:10]1[C:22]1[CH:23]=[C:18]([CH:19]=[CH:20][CH:21]=1)[NH2:15]. The yield is 0.860.